This data is from Catalyst prediction with 721,799 reactions and 888 catalyst types from USPTO. The task is: Predict which catalyst facilitates the given reaction. Reactant: Br[C:2]1[CH:3]=[C:4]2[C:8](=[CH:9][CH:10]=1)[C:7](=[O:11])[N:6]([CH:12]([CH:17]([CH3:19])[CH3:18])[C:13]([O:15][CH3:16])=[O:14])[C:5]2=[O:20].CC1(C)C(C)(C)OB([C:29]2[CH:34]=[CH:33][C:32]([N+:35]([O-:37])=[O:36])=[CH:31][CH:30]=2)O1.C(=O)([O-])[O-].[Na+].[Na+]. Product: [CH3:18][CH:17]([CH3:19])[CH:12]([N:6]1[C:5](=[O:20])[C:4]2[C:8](=[CH:9][CH:10]=[C:2]([C:29]3[CH:34]=[CH:33][C:32]([N+:35]([O-:37])=[O:36])=[CH:31][CH:30]=3)[CH:3]=2)[C:7]1=[O:11])[C:13]([O:15][CH3:16])=[O:14]. The catalyst class is: 3.